This data is from Forward reaction prediction with 1.9M reactions from USPTO patents (1976-2016). The task is: Predict the product of the given reaction. (1) Given the reactants [Cl:1][C:2]1[CH:3]=[CH:4][C:5]([C:23]#[N:24])=[C:6]([C:8]2[C:13]([O:14][CH3:15])=[CH:12][N:11]([CH:16]([CH2:20][CH3:21])[C:17](O)=[O:18])[C:10](=[O:22])[CH:9]=2)[CH:7]=1.[NH2:25][C:26]1[CH:31]=[CH:30][N:29]2[CH:32]=[C:33]([C:35]([O:37][CH2:38][CH3:39])=[O:36])[N:34]=[C:28]2[CH:27]=1, predict the reaction product. The product is: [Cl:1][C:2]1[CH:3]=[CH:4][C:5]([C:23]#[N:24])=[C:6]([C:8]2[C:13]([O:14][CH3:15])=[CH:12][N:11]([CH:16]([CH2:20][CH3:21])[C:17]([NH:25][C:26]3[CH:31]=[CH:30][N:29]4[CH:32]=[C:33]([C:35]([O:37][CH2:38][CH3:39])=[O:36])[N:34]=[C:28]4[CH:27]=3)=[O:18])[C:10](=[O:22])[CH:9]=2)[CH:7]=1. (2) Given the reactants [C:1]1([Li])[CH:6]=[CH:5][CH:4]=[CH:3][CH:2]=1.Br[C:9]1[CH:14]=[CH:13][C:12]([C:15]2([CH3:43])[C:20]([CH3:22])([CH3:21])[O:19][C:18]([NH:23][C@H:24]([C:35]3[CH:40]=[CH:39][CH:38]=[CH:37][CH:36]=3)[CH2:25][CH2:26][O:27][Si](C(C)(C)C)(C)C)=[N:17][S:16]2(=[O:42])=[O:41])=[CH:11][CH:10]=1, predict the reaction product. The product is: [C:9]1([C:1]2[CH:6]=[CH:5][CH:4]=[CH:3][CH:2]=2)[CH:10]=[CH:11][C:12]([C:15]2([CH3:43])[C:20]([CH3:22])([CH3:21])[O:19][C:18]([NH:23][C@H:24]([C:35]3[CH:36]=[CH:37][CH:38]=[CH:39][CH:40]=3)[CH2:25][CH2:26][OH:27])=[N:17][S:16]2(=[O:41])=[O:42])=[CH:13][CH:14]=1.